This data is from Forward reaction prediction with 1.9M reactions from USPTO patents (1976-2016). The task is: Predict the product of the given reaction. (1) Given the reactants [F:1][C:2]1[CH:3]=[CH:4][C:5]([C:8]2[N:12]=[N:11][N:10]([CH3:13])[C:9]=2[CH2:14][OH:15])=[N:6][CH:7]=1.[CH2:16]([O:18][C:19]([C:21]1[CH:26]=[CH:25][C:24](O)=[CH:23][N:22]=1)=[O:20])[CH3:17].C1(P(C2C=CC=CC=2)C2C=CC=CC=2)C=CC=CC=1.N(C(OCC)=O)=NC(OCC)=O, predict the reaction product. The product is: [CH2:16]([O:18][C:19]([C:21]1[CH:26]=[CH:25][C:24]([O:15][CH2:14][C:9]2[N:10]([CH3:13])[N:11]=[N:12][C:8]=2[C:5]2[CH:4]=[CH:3][C:2]([F:1])=[CH:7][N:6]=2)=[CH:23][N:22]=1)=[O:20])[CH3:17]. (2) Given the reactants [CH3:1][CH:2]([N:4]([CH2:15][C:16]1[N:20]([CH2:21][CH2:22][C:23]#[N:24])[C:19]2[CH:25]=[CH:26][CH:27]=[CH:28][C:18]=2[N:17]=1)[CH:5]1[C:14]2[N:13]=[CH:12][CH:11]=[CH:10][C:9]=2[CH2:8][CH2:7][CH2:6]1)[CH3:3].NCCCN1C2C=CC=CC=2N=C1CN(C)C1C2N=CC=CC=2CCC1, predict the reaction product. The product is: [NH2:24][CH2:23][CH2:22][CH2:21][N:20]1[C:19]2[CH:25]=[CH:26][CH:27]=[CH:28][C:18]=2[N:17]=[C:16]1[CH2:15][N:4]([CH:2]([CH3:3])[CH3:1])[CH:5]1[C:14]2[N:13]=[CH:12][CH:11]=[CH:10][C:9]=2[CH2:8][CH2:7][CH2:6]1. (3) Given the reactants [CH3:1][O:2][C:3]1[N:8]=[CH:7][C:6]([NH:9][C:10]2[C:17]([C:18]3[N:26]=[C:25]([CH3:27])[N:24]=[C:23]4[C:19]=3[N:20]=[CH:21][N:22]4C3CCCCO3)=[CH:16][C:13]([CH:14]=O)=[CH:12][N:11]=2)=[CH:5][CH:4]=1.[CH3:34][O:35][C:36]1[CH:37]=[C:38]([CH:40]=[CH:41][CH:42]=1)[NH2:39].C(Cl)Cl.[BH4-].[Na+], predict the reaction product. The product is: [CH3:34][O:35][C:36]1[CH:37]=[C:38]([NH:39][CH2:14][C:13]2[CH:16]=[C:17]([C:18]3[N:26]=[C:25]([CH3:27])[N:24]=[C:23]4[C:19]=3[N:20]=[CH:21][NH:22]4)[C:10]([NH:9][C:6]3[CH:7]=[N:8][C:3]([O:2][CH3:1])=[CH:4][CH:5]=3)=[N:11][CH:12]=2)[CH:40]=[CH:41][CH:42]=1. (4) Given the reactants [CH2:1]([NH:8][C:9]1[C:16]([O:17][CH3:18])=[CH:15][C:12]([CH:13]=O)=[CH:11][C:10]=1[O:19][CH3:20])[C:2]1[CH:7]=[CH:6][CH:5]=[CH:4][CH:3]=1.C(O[CH:24](OCC)[CH2:25][NH:26][CH2:27][C:28]1[CH:33]=[CH:32][CH:31]=[C:30]([O:34][CH2:35][CH3:36])[C:29]=1[OH:37])C.[ClH:41].CO, predict the reaction product. The product is: [ClH:41].[CH2:1]([NH:8][C:9]1[C:16]([O:17][CH3:18])=[CH:15][C:12]([CH2:13][C:24]2[C:33]3[C:28](=[C:29]([OH:37])[C:30]([O:34][CH2:35][CH3:36])=[CH:31][CH:32]=3)[CH:27]=[N:26][CH:25]=2)=[CH:11][C:10]=1[O:19][CH3:20])[C:2]1[CH:7]=[CH:6][CH:5]=[CH:4][CH:3]=1. (5) Given the reactants Cl[C:2]1[CH:7]=[C:6](Cl)[N:5]=[CH:4][N:3]=1.[F:9][C:10]([F:21])([F:20])[C:11]1[CH:16]=[CH:15][C:14](B(O)O)=[CH:13][CH:12]=1.[O-]P([O-])([O-])=O.[K+].[K+].[K+].[CH2:30]([N:32](CC)CC)C, predict the reaction product. The product is: [F:9][C:10]([F:21])([F:20])[C:11]1[CH:16]=[CH:15][C:14]([C:6]2[N:5]=[CH:4][N:3]=[C:2]([C:30]#[N:32])[CH:7]=2)=[CH:13][CH:12]=1. (6) Given the reactants N#N.[Cl:3][C:4]1[CH:28]=[CH:27][CH:26]=[CH:25][C:5]=1[CH2:6][O:7][C:8](=[O:24])[NH:9][C:10]1[CH:11]=[N:12][N:13]([CH2:15][C:16]2[N:17]=[C:18]([CH:21](O)[OH:22])[O:19][CH:20]=2)[CH:14]=1.[CH3:29][Al](C)C.[NH4+].[Cl-], predict the reaction product. The product is: [Cl:3][C:4]1[CH:28]=[CH:27][CH:26]=[CH:25][C:5]=1[CH2:6][O:7][C:8](=[O:24])[NH:9][C:10]1[CH:11]=[N:12][N:13]([CH2:15][C:16]2[N:17]=[C:18]([CH:21]([OH:22])[CH3:29])[O:19][CH:20]=2)[CH:14]=1. (7) Given the reactants CN(C=O)C.[CH3:6][O:7][C:8]1[CH:9]=[C:10]([CH:19]=[CH:20][C:21]=1[N:22]1[CH:26]=[C:25]([CH3:27])[N:24]=[CH:23]1)/[CH:11]=[C:12]1/[C:13](=[O:18])[NH:14][CH2:15][CH2:16][CH2:17]/1.C[Si]([N-][Si](C)(C)C)(C)C.[Li+].[C:38]([C:42]1[CH:47]=[CH:46][C:45]([CH2:48]Cl)=[CH:44][CH:43]=1)([CH3:41])([CH3:40])[CH3:39], predict the reaction product. The product is: [C:38]([C:42]1[CH:43]=[CH:44][C:45]([CH2:48][N:14]2[CH2:15][CH2:16][CH2:17]/[C:12](=[CH:11]\[C:10]3[CH:19]=[CH:20][C:21]([N:22]4[CH:26]=[C:25]([CH3:27])[N:24]=[CH:23]4)=[C:8]([O:7][CH3:6])[CH:9]=3)/[C:13]2=[O:18])=[CH:46][CH:47]=1)([CH3:41])([CH3:39])[CH3:40]. (8) Given the reactants Br[C:2]1[CH:3]=[CH:4][N:5]=[C:6]2[C:11]=1[N:10]=[C:9]([O:12][CH3:13])[CH:8]=[CH:7]2.[CH2:14]([OH:20])[CH2:15][CH2:16][CH2:17][C:18]#[CH:19], predict the reaction product. The product is: [CH3:13][O:12][C:9]1[N:10]=[C:11]2[C:6](=[CH:7][CH:8]=1)[N:5]=[CH:4][CH:3]=[C:2]2[CH2:19][CH2:18][CH2:17][CH2:16][CH2:15][CH:14]=[O:20]. (9) The product is: [CH3:19][N:20]1[CH2:25][CH2:24][N:23]([CH2:17][N:9]2[C:10]3[C:15](=[CH:14][CH:13]=[CH:12][CH:11]=3)[C:7](=[CH:6][C:2]3[NH:1][CH:5]=[CH:4][CH:3]=3)[C:8]2=[O:16])[CH2:22][CH2:21]1. Given the reactants [NH:1]1[CH:5]=[CH:4][CH:3]=[C:2]1/[CH:6]=[C:7]1\[C:8](=[O:16])[NH:9][C:10]2[C:15]\1=[CH:14][CH:13]=[CH:12][CH:11]=2.[CH2:17]=O.[CH3:19][N:20]1[CH2:25][CH2:24][NH:23][CH2:22][CH2:21]1, predict the reaction product.